This data is from Reaction yield outcomes from USPTO patents with 853,638 reactions. The task is: Predict the reaction yield, written as a fraction of the theoretical maximum amount of product (1.0 means a 100% yield; for example, 0.34 means a 34% yield). (1) The reactants are [C:1]([O:5][C:6](=[O:36])[N:7]([C:16]1[S:17][C@:18]2(/[CH:33]=[N:34]/[OH:35])[C@H:20]([C@:21]([C:25]3[CH:30]=[C:29]([Br:31])[CH:28]=[CH:27][C:26]=3[F:32])([CH2:23][F:24])[N:22]=1)[CH2:19]2)[CH2:8][O:9][CH2:10][CH2:11][Si:12]([CH3:15])([CH3:14])[CH3:13])([CH3:4])([CH3:3])[CH3:2].[CH3:37][Si:38]([C:41]#[CH:42])([CH3:40])[CH3:39].C([Sn](O[Sn](CCCC)(CCCC)CCCC)(CCCC)CCCC)CCC.ClOC(C)(C)C. The catalyst is C(Cl)Cl. The product is [C:1]([O:5][C:6](=[O:36])[N:7]([C:16]1[S:17][C@:18]2([C:33]3[CH:42]=[C:41]([Si:38]([CH3:40])([CH3:39])[CH3:37])[O:35][N:34]=3)[C@H:20]([C@:21]([C:25]3[CH:30]=[C:29]([Br:31])[CH:28]=[CH:27][C:26]=3[F:32])([CH2:23][F:24])[N:22]=1)[CH2:19]2)[CH2:8][O:9][CH2:10][CH2:11][Si:12]([CH3:14])([CH3:13])[CH3:15])([CH3:4])([CH3:2])[CH3:3]. The yield is 0.610. (2) The reactants are [H-].[Na+].[OH:3][C:4]1[CH:11]=[C:10]([OH:12])[CH:9]=[CH:8][C:5]=1[CH:6]=[O:7].[CH3:13][N:14]([CH3:18])[C:15](Cl)=[O:16]. The catalyst is O. The product is [CH3:13][N:14]([CH3:18])[C:15](=[O:16])[O:12][C:10]1[CH:9]=[CH:8][C:5]([CH:6]=[O:7])=[C:4]([OH:3])[CH:11]=1. The yield is 0.300. (3) The reactants are C1C=CC(I(OC(C(F)(F)F)=O)OC(C(F)(F)F)=O)=CC=1.[C:22]([O:26][C:27]([N:29](C(OC(C)(C)C)=O)[C:30]1[N:31]=[CH:32][C:33]([C:38]2[CH:43]=[CH:42][C:41]([S:44]([CH:47]3[CH2:52][CH2:51][CH2:50][N:49]([C:53]([O:55][C:56]([CH3:59])([CH3:58])[CH3:57])=[O:54])[CH2:48]3)(=[O:46])=[O:45])=[CH:40][CH:39]=2)=[N:34][C:35]=1[C:36]#[CH:37])=[O:28])([CH3:25])([CH3:24])[CH3:23].[OH:67][C:68]1[CH:76]=[CH:75][CH:74]=[CH:73][C:69]=1/[CH:70]=[N:71]/[OH:72]. The catalyst is CO.O. The product is [C:22]([O:26][C:27]([NH:29][C:30]1[N:31]=[CH:32][C:33]([C:38]2[CH:39]=[CH:40][C:41]([S:44]([CH:47]3[CH2:52][CH2:51][CH2:50][N:49]([C:53]([O:55][C:56]([CH3:59])([CH3:58])[CH3:57])=[O:54])[CH2:48]3)(=[O:45])=[O:46])=[CH:42][CH:43]=2)=[N:34][C:35]=1[C:36]1[O:72][N:71]=[C:70]([C:69]2[CH:73]=[CH:74][CH:75]=[CH:76][C:68]=2[OH:67])[CH:37]=1)=[O:28])([CH3:24])([CH3:25])[CH3:23]. The yield is 0.780. (4) The reactants are C[Si](Cl)(C)C.Cl[C:7]([F:18])([F:17])[C:8]([C:10]1[CH:15]=[CH:14][CH:13]=[CH:12][C:11]=1[CH3:16])=[O:9].[I:19]I.O. The catalyst is C(#N)C.[Zn]. The product is [F:17][C:7]([F:18])([I:19])[C:8]([C:10]1[CH:15]=[CH:14][CH:13]=[CH:12][C:11]=1[CH3:16])=[O:9]. The yield is 0.460. (5) The reactants are [CH2:1]([S:4][C:5]1[N:9]([C:10]2[CH:19]=[CH:18][C:13]([C:14]([O:16]C)=[O:15])=[CH:12][CH:11]=2)[N:8]=[CH:7][C:6]=1[C:20]([N:22]1[CH2:26][CH2:25][CH:24]([C:27]2[CH:32]=[CH:31][CH:30]=[CH:29][C:28]=2[C:33]([F:36])([F:35])[F:34])[CH2:23]1)=[O:21])[CH2:2][CH3:3].[OH-].[Na+]. The catalyst is CO. The product is [CH2:1]([S:4][C:5]1[N:9]([C:10]2[CH:11]=[CH:12][C:13]([C:14]([OH:16])=[O:15])=[CH:18][CH:19]=2)[N:8]=[CH:7][C:6]=1[C:20]([N:22]1[CH2:26][CH2:25][CH:24]([C:27]2[CH:32]=[CH:31][CH:30]=[CH:29][C:28]=2[C:33]([F:34])([F:35])[F:36])[CH2:23]1)=[O:21])[CH2:2][CH3:3]. The yield is 0.680. (6) The reactants are [CH2:1]([N:3]([CH2:27][CH3:28])[CH2:4][CH2:5][O:6][C:7]1[CH:12]=[CH:11][CH:10]=[C:9]([C:13]2[N:14]=[N:15][C:16]([N:19]3[CH2:26][CH:25]4[CH:21]([CH2:22][NH:23][CH2:24]4)[CH2:20]3)=[CH:17][CH:18]=2)[CH:8]=1)[CH3:2].[C:29]([OH:38])(=[O:37])[C@@H:30]([C@H:32]([C:34]([OH:36])=[O:35])[OH:33])[OH:31]. The catalyst is CCOC(C)=O.CO. The product is [C:34]([C@@H:32]([C@H:30]([C:29]([OH:38])=[O:37])[OH:31])[OH:33])([OH:36])=[O:35].[C:34]([C@@H:32]([C@H:30]([C:29]([OH:38])=[O:37])[OH:31])[OH:33])([OH:36])=[O:35].[CH2:27]([N:3]([CH2:1][CH3:2])[CH2:4][CH2:5][O:6][C:7]1[CH:12]=[CH:11][CH:10]=[C:9]([C:13]2[N:14]=[N:15][C:16]([N:19]3[CH2:20][CH:21]4[CH:25]([CH2:24][NH:23][CH2:22]4)[CH2:26]3)=[CH:17][CH:18]=2)[CH:8]=1)[CH3:28]. The yield is 0.470. (7) The reactants are C([O:4][C@H:5]1[CH2:9][CH2:8][C@@H:7]([C:10]2[CH:11]=[N:12][CH:13]=[CH:14][CH:15]=2)[CH2:6]1)(=O)C.[OH-].[Na+].O. The product is [N:12]1[CH:13]=[CH:14][CH:15]=[C:10]([C@@H:7]2[CH2:8][CH2:9][C@H:5]([OH:4])[CH2:6]2)[CH:11]=1. The yield is 0.920. The catalyst is CO.